This data is from Reaction yield outcomes from USPTO patents with 853,638 reactions. The task is: Predict the reaction yield, written as a fraction of the theoretical maximum amount of product (1.0 means a 100% yield; for example, 0.34 means a 34% yield). (1) The reactants are [CH:1]1[CH:6]=[CH:5][C:4]([C:7](/[CH:9]=[N:10]/O)=O)=[CH:3][CH:2]=1.Cl.[NH2:13][CH:14]([CH2:17][C:18]1[CH:23]=[CH:22][CH:21]=[CH:20][CH:19]=1)[C:15]#[N:16]. The catalyst is Cl[Ti](Cl)(Cl)Cl.N1C=CC=CC=1. The product is [NH2:16][C:15]1[C:14]([CH2:17][C:18]2[CH:23]=[CH:22][CH:21]=[CH:20][CH:19]=2)=[N:13][C:7]([C:4]2[CH:5]=[CH:6][CH:1]=[CH:2][CH:3]=2)=[CH:9][N:10]=1. The yield is 0.290. (2) The reactants are [I:1][CH3:2].[CH3:3][N:4]([CH2:6][CH:7]([CH2:11][CH:12]([CH3:14])[CH3:13])[C:8](=[O:10])[CH3:9])[CH3:5]. The catalyst is C(OCC)(=O)C. The product is [I-:1].[C:8]([CH:7]([CH2:11][CH:12]([CH3:14])[CH3:13])[CH2:6][N+:4]([CH3:2])([CH3:5])[CH3:3])(=[O:10])[CH3:9]. The yield is 0.680. (3) The reactants are [CH2:1]([O:8][C:9]([N:11]1[CH2:16][CH2:15][CH:14]([NH:17][C:18]([C@@H:20]2[CH2:25][CH2:24][C:23](=[N:26][O:27][CH2:28][C:29]3[CH:34]=[CH:33][CH:32]=[CH:31][CH:30]=3)[CH2:22][NH:21]2)=[O:19])[CH2:13][CH2:12]1)=[O:10])[C:2]1[CH:7]=[CH:6][CH:5]=[CH:4][CH:3]=1.S(=O)(=O)(O)O.[BH4-].[Na+].C(=O)([O-])O.[Na+]. The catalyst is C(#N)C.O1CCCC1. The product is [CH2:1]([O:8][C:9]([N:11]1[CH2:16][CH2:15][CH:14]([NH:17][C:18]([C@@H:20]2[CH2:25][CH2:24][C@@H:23]([NH:26][O:27][CH2:28][C:29]3[CH:34]=[CH:33][CH:32]=[CH:31][CH:30]=3)[CH2:22][NH:21]2)=[O:19])[CH2:13][CH2:12]1)=[O:10])[C:2]1[CH:7]=[CH:6][CH:5]=[CH:4][CH:3]=1. The yield is 0.790. (4) The reactants are F[C:2]1[CH:7]=[CH:6][C:5]([C:8]2[O:9][C:10]([C:13]3[C:14]([C:21]4[CH:26]=[CH:25][CH:24]=[CH:23][CH:22]=4)=[N:15][O:16][C:17]=3[CH:18]3[CH2:20][CH2:19]3)=[N:11][N:12]=2)=[C:4]([O:27][CH3:28])[CH:3]=1.[NH2:29][CH:30]1[CH2:35][CH2:34][O:33][CH2:32][CH2:31]1.C(N(CC)C(C)C)(C)C. No catalyst specified. The product is [CH:18]1([C:17]2[O:16][N:15]=[C:14]([C:21]3[CH:26]=[CH:25][CH:24]=[CH:23][CH:22]=3)[C:13]=2[C:10]2[O:9][C:8]([C:5]3[CH:6]=[CH:7][C:2]([NH:29][CH:30]4[CH2:35][CH2:34][O:33][CH2:32][CH2:31]4)=[CH:3][C:4]=3[O:27][CH3:28])=[N:12][N:11]=2)[CH2:20][CH2:19]1. The yield is 0.350. (5) The reactants are [CH3:1][C@H:2]([N:5]([CH2:13][CH2:14][CH2:15][NH:16][C:17]([O:19][C:20]([CH3:23])([CH3:22])[CH3:21])=[O:18])[C:6](=[O:12])[O:7][C:8]([CH3:11])([CH3:10])[CH3:9])[C:3]#[CH:4].[N:24]([Si](C)(C)C)=[N+:25]=[N-:26]. The catalyst is CN(C=O)C.CO.[Cu]I. The product is [C:8]([O:7][C:6](=[O:12])[N:5]([C@H:2]([C:3]1[CH:4]=[N:26][NH:25][N:24]=1)[CH3:1])[CH2:13][CH2:14][CH2:15][NH:16][C:17]([O:19][C:20]([CH3:22])([CH3:21])[CH3:23])=[O:18])([CH3:9])([CH3:10])[CH3:11]. The yield is 0.790. (6) The reactants are Br[C:2]1[CH:3]=[CH:4][N:5]=[C:6]2[C:11]=1[N:10]=[C:9]([O:12][CH3:13])[CH:8]=[CH:7]2.[C:14]([O:18][C:19](=[O:26])[NH:20][CH2:21][CH:22]1[CH2:25][NH:24][CH2:23]1)([CH3:17])([CH3:16])[CH3:15]. The catalyst is C(O)CCCC. The product is [C:14]([O:18][C:19](=[O:26])[NH:20][CH2:21][CH:22]1[CH2:23][N:24]([C:2]2[C:11]3[C:6](=[CH:7][CH:8]=[C:9]([O:12][CH3:13])[N:10]=3)[N:5]=[CH:4][CH:3]=2)[CH2:25]1)([CH3:17])([CH3:15])[CH3:16]. The yield is 0.420. (7) The reactants are C(O[C:4]1[C:5](=[O:18])[C:6](=[O:17])[C:7]=1[NH:8][C:9]1[CH:14]=[CH:13][C:12]([OH:15])=[C:11]([CH3:16])[CH:10]=1)C.[CH3:19][O:20][C:21]1[CH:22]=[C:23]([C@H:27]([NH2:29])[CH3:28])[CH:24]=[CH:25][CH:26]=1. The catalyst is C(O)C. The product is [OH:15][C:12]1[CH:13]=[CH:14][C:9]([NH:8][C:7]2[C:6](=[O:17])[C:5](=[O:18])[C:4]=2[NH:29][CH:27]([C:23]2[CH:24]=[CH:25][CH:26]=[C:21]([O:20][CH3:19])[CH:22]=2)[CH3:28])=[CH:10][C:11]=1[CH3:16]. The yield is 0.650. (8) The reactants are C([O:3][C:4]([C:6]1[CH:7]=[C:8]2[C:13](=[CH:14][CH:15]=1)[NH:12][CH:11]([C:16]1[CH:21]=[CH:20][CH:19]=[C:18]([N+:22]([O-:24])=[O:23])[CH:17]=1)[C:10]([CH3:26])([CH3:25])[CH2:9]2)=[O:5])C.Cl. The catalyst is CO.O1CCCC1.[OH-].[Na+].O. The product is [CH3:25][C:10]1([CH3:26])[CH2:9][C:8]2[C:13](=[CH:14][CH:15]=[C:6]([C:4]([OH:5])=[O:3])[CH:7]=2)[NH:12][CH:11]1[C:16]1[CH:21]=[CH:20][CH:19]=[C:18]([N+:22]([O-:24])=[O:23])[CH:17]=1. The yield is 0.970.